From a dataset of Forward reaction prediction with 1.9M reactions from USPTO patents (1976-2016). Predict the product of the given reaction. The product is: [F:24][C:2]([F:1])([F:23])[C:3]1[CH:4]=[CH:5][C:6]([N:9]([CH:10]2[CH2:11][CH2:12][N:13]([CH:16]3[CH2:21][CH2:20][CH2:19][CH2:18][C:17]3=[O:22])[CH2:14][CH2:15]2)[S:33]([C:30]2[CH:29]=[CH:28][C:27]([O:26][CH3:25])=[CH:32][CH:31]=2)(=[O:35])=[O:34])=[CH:7][CH:8]=1. Given the reactants [F:1][C:2]([F:24])([F:23])[C:3]1[CH:8]=[CH:7][C:6]([NH:9][CH:10]2[CH2:15][CH2:14][N:13]([CH:16]3[CH2:21][CH2:20][CH2:19][CH2:18][C:17]3=[O:22])[CH2:12][CH2:11]2)=[CH:5][CH:4]=1.[CH3:25][O:26][C:27]1[CH:32]=[CH:31][C:30]([S:33](Cl)(=[O:35])=[O:34])=[CH:29][CH:28]=1, predict the reaction product.